This data is from Retrosynthesis with 50K atom-mapped reactions and 10 reaction types from USPTO. The task is: Predict the reactants needed to synthesize the given product. (1) Given the product O=C(c1ccc(N2CCCS2(=O)=O)cn1)N1CCN(c2ncc(C3CC3)cc2C2CC2)CC1, predict the reactants needed to synthesize it. The reactants are: O=C(c1ccc(Br)cn1)N1CCN(c2ncc(C3CC3)cc2C2CC2)CC1.O=S1(=O)CCCN1. (2) The reactants are: CCOC(=O)c1cc(C(C)(C)C)nn1CC(=O)N(C)C. Given the product CN(C)C(=O)Cn1nc(C(C)(C)C)cc1C(=O)O, predict the reactants needed to synthesize it. (3) Given the product COc1ccc(C(=CC#N)c2ccc3c(c2)OCO3)cc1OC, predict the reactants needed to synthesize it. The reactants are: CCOP(=O)(CC#N)OCC.COc1ccc(C(=O)c2ccc3c(c2)OCO3)cc1OC. (4) Given the product CC(C)COc1cccc(F)c1C=NO, predict the reactants needed to synthesize it. The reactants are: CC(C)COc1cccc(F)c1C=O.NO. (5) Given the product CC(C)(C)OC(=O)NCc1cc(F)c(Oc2cc(Oc3ccc(C#N)cc3)cc(C(=O)NC3CCC(NC(=O)OC(C)(C)C)CC3)c2)c(F)c1, predict the reactants needed to synthesize it. The reactants are: CC(C)(C)OC(=O)NC1CCC(N)CC1.CC(C)(C)OC(=O)NCc1cc(F)c(Oc2cc(Oc3ccc(C#N)cc3)cc(C(=O)O)c2)c(F)c1. (6) The reactants are: CCC1(c2ccc(CCc3ccc(CO)c(CO)c3)s2)OCCO1. Given the product CCC(=O)c1ccc(CCc2ccc(CO)c(CO)c2)s1, predict the reactants needed to synthesize it. (7) Given the product CC(C)(C)C1CCC(=O)C(C(C)(C)C)C1, predict the reactants needed to synthesize it. The reactants are: CC(C)(C)C1CCC(O)C(C(C)(C)C)C1.